Task: Predict hERG channel inhibition at various concentrations.. Dataset: hERG Central: cardiac toxicity at 1µM, 10µM, and general inhibition (1) The compound is CCCCCCCCCCCCCCCC[n+]1cccc2ccccc21.[I-]. Results: hERG_inhib (hERG inhibition (general)): blocker. (2) The compound is COc1ccc(CCC(C)N2CCC(Oc3ccc(C(=O)N4CCCC4)cc3)CC2)cc1. Results: hERG_inhib (hERG inhibition (general)): blocker. (3) The molecule is CN1CCN(CCCN(Cc2cccs2)C(=S)Nc2ccc(Cl)cc2)CC1. Results: hERG_inhib (hERG inhibition (general)): blocker. (4) The compound is CN1CCN(C(=O)C2=C[C@@H](c3ccc(C(F)(F)F)cc3)C[C@@H](OCc3ccc(CO)cc3)O2)CC1. Results: hERG_inhib (hERG inhibition (general)): blocker. (5) The molecule is Cc1cc(N2CCCC(C(=O)Nc3ccc4c(c3)CCC4)C2)n2ncnc2n1. Results: hERG_inhib (hERG inhibition (general)): blocker. (6) The compound is COc1ccc2c(c1)CCCN2C(N)=Nc1ccc(Cl)cc1. Results: hERG_inhib (hERG inhibition (general)): blocker. (7) The drug is Cc1ccsc1C(=O)C1CCCN(Cc2cccc(-n3cccn3)c2)C1. Results: hERG_inhib (hERG inhibition (general)): blocker. (8) The drug is CCC(C)(C)n1nnnc1C(c1ccc2ncccc2c1)N1CCN(Cc2ccc3c(c2)OCO3)CC1. Results: hERG_inhib (hERG inhibition (general)): blocker. (9) The molecule is O=C1CC2(CCN(C(=O)C3CC(=O)N(c4ccc(F)cc4)C3)CC2)Oc2ccccc21. Results: hERG_inhib (hERG inhibition (general)): blocker.